Dataset: Forward reaction prediction with 1.9M reactions from USPTO patents (1976-2016). Task: Predict the product of the given reaction. (1) Given the reactants [Cl:1][C:2]1[N:7]=[C:6](Cl)[C:5]([Cl:9])=[CH:4][N:3]=1.[NH2:10][C:11]1[CH:21]=[CH:20][CH:19]=[CH:18][C:12]=1[C:13]([O:15][CH2:16][CH3:17])=[O:14].C(N(C(C)C)CC)(C)C, predict the reaction product. The product is: [Cl:1][C:2]1[N:7]=[C:6]([NH:10][C:11]2[CH:21]=[CH:20][CH:19]=[CH:18][C:12]=2[C:13]([O:15][CH2:16][CH3:17])=[O:14])[C:5]([Cl:9])=[CH:4][N:3]=1. (2) Given the reactants [CH:1]1([CH2:4][O:5][C:6]2[CH:14]=[CH:13][C:9]3[O:10][CH2:11][O:12][C:8]=3[C:7]=2[C:15]2[CH:20]=[CH:19][N:18]=[C:17]3[C:21]([C:33]([OH:35])=O)=[C:22]([CH3:32])[N:23]([CH2:24][O:25][CH2:26][CH2:27][Si:28]([CH3:31])([CH3:30])[CH3:29])[C:16]=23)[CH2:3][CH2:2]1.C(N(CC)CC)C.C1C=CC2N(O)N=NC=2C=1.C(Cl)CCl.Cl.[NH2:58][CH:59]1[CH2:64][CH2:63][N:62]([C:65]([O:67][C:68]([CH3:71])([CH3:70])[CH3:69])=[O:66])[CH2:61][CH2:60]1, predict the reaction product. The product is: [CH:1]1([CH2:4][O:5][C:6]2[CH:14]=[CH:13][C:9]3[O:10][CH2:11][O:12][C:8]=3[C:7]=2[C:15]2[CH:20]=[CH:19][N:18]=[C:17]3[C:21]([C:33]([NH:58][CH:59]4[CH2:60][CH2:61][N:62]([C:65]([O:67][C:68]([CH3:71])([CH3:70])[CH3:69])=[O:66])[CH2:63][CH2:64]4)=[O:35])=[C:22]([CH3:32])[N:23]([CH2:24][O:25][CH2:26][CH2:27][Si:28]([CH3:31])([CH3:30])[CH3:29])[C:16]=23)[CH2:3][CH2:2]1. (3) Given the reactants Br[C:2]1[CH:11]=[N:10][C:9]2[N:8]([CH2:12][C:13]3[CH:18]=[CH:17][C:16]([O:19][CH3:20])=[CH:15][CH:14]=3)[C:7](=[O:21])[N:6]3[N:22]=[CH:23][N:24]=[C:5]3[C:4]=2[CH:3]=1.[CH2:25]([O:32][C:33]([NH:35][CH2:36][CH2:37][B-](F)(F)F)=[O:34])[C:26]1[CH:31]=[CH:30][CH:29]=[CH:28][CH:27]=1.[K+].C(=O)([O-])[O-].[Cs+].[Cs+].C1(C)C=CC=CC=1, predict the reaction product. The product is: [CH3:20][O:19][C:16]1[CH:17]=[CH:18][C:13]([CH2:12][N:8]2[C:9]3[N:10]=[CH:11][C:2]([CH2:37][CH2:36][NH:35][C:33](=[O:34])[O:32][CH2:25][C:26]4[CH:31]=[CH:30][CH:29]=[CH:28][CH:27]=4)=[CH:3][C:4]=3[C:5]3=[N:24][CH:23]=[N:22][N:6]3[C:7]2=[O:21])=[CH:14][CH:15]=1. (4) Given the reactants [NH2:1][NH2:2].C[O:4][C:5](=O)[CH2:6][C:7]1[CH:12]=[CH:11][C:10]([OH:13])=[CH:9][CH:8]=1.O, predict the reaction product. The product is: [OH:13][C:10]1[CH:11]=[CH:12][C:7]([CH2:6][C:5]([NH:1][NH2:2])=[O:4])=[CH:8][CH:9]=1. (5) Given the reactants [Br:1][C:2]1[CH:7]=[CH:6][CH:5]=[C:4]([N+:8]([O-])=O)[C:3]=1[NH:11][C:12]1[CH:17]=[CH:16][CH:15]=[CH:14][CH:13]=1.Cl[Sn]Cl.O, predict the reaction product. The product is: [Br:1][C:2]1[CH:7]=[CH:6][CH:5]=[C:4]([NH2:8])[C:3]=1[NH:11][C:12]1[CH:13]=[CH:14][CH:15]=[CH:16][CH:17]=1. (6) Given the reactants [CH3:1][O:2][C:3]([C:5]1[CH:14]=[C:13]([O:15]CC2C=CC=CC=2)[C:12]2[C:7](=[C:8]([N+:24]([O-:26])=[O:25])[CH:9]=[C:10](Br)[CH:11]=2)[N:6]=1)=[O:4].C(OCC)(=O)C.[CH3:33][N:34](C)C(=O)C, predict the reaction product. The product is: [CH3:1][O:2][C:3]([C:5]1[CH:14]=[C:13]([OH:15])[C:12]2[C:7](=[C:8]([N+:24]([O-:26])=[O:25])[CH:9]=[C:10]([C:33]#[N:34])[CH:11]=2)[N:6]=1)=[O:4]. (7) The product is: [Cl:13][C:10]1[CH:11]=[CH:12][C:7]([C:24]2[CH2:25][CH2:26][NH:21][CH2:22][CH:23]=2)=[N:8][CH:9]=1. Given the reactants C([Li])CCC.Br[C:7]1[CH:12]=[CH:11][C:10]([Cl:13])=[CH:9][N:8]=1.C(OC([N:21]1[CH2:26][CH2:25][C:24](=O)[CH2:23][CH2:22]1)=O)(C)(C)C.O, predict the reaction product.